This data is from Full USPTO retrosynthesis dataset with 1.9M reactions from patents (1976-2016). The task is: Predict the reactants needed to synthesize the given product. (1) Given the product [CH3:1][N:2]([CH3:3])[CH2:31][C:21]1[NH:22][C:23]([C:24]2[CH:29]=[CH:28][CH:27]=[C:26]([CH3:30])[N:25]=2)=[C:19]([C:17]2[CH:16]=[CH:15][C:13]3=[N:14][N:10]([CH3:9])[N:11]=[C:12]3[CH:18]=2)[N:20]=1, predict the reactants needed to synthesize it. The reactants are: [CH3:1][NH:2][CH3:3].O1CCCC1.[CH3:9][N:10]1[N:14]=[C:13]2[CH:15]=[CH:16][C:17]([C:19]3[N:20]=[C:21]([CH:31]=O)[NH:22][C:23]=3[C:24]3[CH:29]=[CH:28][CH:27]=[C:26]([CH3:30])[N:25]=3)=[CH:18][C:12]2=[N:11]1.C([BH3-])#N.[Na+].[OH-].[Na+]. (2) Given the product [C:20]([O:19][C:17](=[O:18])[NH:6][C@H:7]([CH2:15][OH:16])[CH2:8][C:9]1[CH:10]=[CH:11][CH:12]=[CH:13][CH:14]=1)([CH3:23])([CH3:22])[CH3:21], predict the reactants needed to synthesize it. The reactants are: C([O-])(O)=O.[Na+].[NH2:6][C@H:7]([CH2:15][OH:16])[CH2:8][C:9]1[CH:14]=[CH:13][CH:12]=[CH:11][CH:10]=1.[C:17](O[C:17]([O:19][C:20]([CH3:23])([CH3:22])[CH3:21])=[O:18])([O:19][C:20]([CH3:23])([CH3:22])[CH3:21])=[O:18]. (3) Given the product [CH:1]1([CH2:4][C:5]2[C:6]3[N:7]([C:11]([C:22]4[CH:27]=[CH:26][N:25]=[C:24]([S:32]([CH3:36])(=[O:34])=[O:31])[N:23]=4)=[C:12]([C:14]4[CH:19]=[CH:18][C:17]([F:20])=[CH:16][C:15]=4[F:21])[N:13]=3)[CH:8]=[CH:9][N:10]=2)[CH2:2][CH2:3]1, predict the reactants needed to synthesize it. The reactants are: [CH:1]1([CH2:4][C:5]2[C:6]3[N:7]([C:11]([C:22]4[CH:27]=[CH:26][N:25]=[C:24](SC)[N:23]=4)=[C:12]([C:14]4[CH:19]=[CH:18][C:17]([F:20])=[CH:16][C:15]=4[F:21])[N:13]=3)[CH:8]=[CH:9][N:10]=2)[CH2:3][CH2:2]1.O[O:31][S:32]([O-:34])=O.[K+].[CH2:36](Cl)Cl. (4) Given the product [O:11]1[CH2:12][CH2:13][CH2:14][CH2:15][CH:10]1[O:9][CH2:8][CH2:7][N:5]1[CH:6]=[C:2]([B:23]2[O:27][C:26]([CH3:29])([CH3:28])[C:25]([CH3:31])([CH3:30])[O:24]2)[CH:3]=[N:4]1, predict the reactants needed to synthesize it. The reactants are: I[C:2]1[CH:3]=[N:4][N:5]([CH2:7][CH2:8][O:9][CH:10]2[CH2:15][CH2:14][CH2:13][CH2:12][O:11]2)[CH:6]=1.C([Mg]Cl)(C)C.CO[B:23]1[O:27][C:26]([CH3:29])([CH3:28])[C:25]([CH3:31])([CH3:30])[O:24]1.[Cl-].[NH4+]. (5) Given the product [CH2:31]([N:35]=[C:11]1[C:10]([C:13]2[CH:18]=[CH:17][CH:16]=[CH:15][CH:14]=2)=[C:9]([C:19]2[CH:24]=[CH:23][CH:22]=[CH:21][CH:20]=2)[C:8]([C:25]2[CH:26]=[CH:27][CH:28]=[CH:29][CH:30]=2)=[C:7]1[C:1]1[CH:6]=[CH:5][CH:4]=[CH:3][CH:2]=1)[CH:32]([CH3:34])[CH3:33], predict the reactants needed to synthesize it. The reactants are: [C:1]1([C:7]2[C:11](=O)[C:10]([C:13]3[CH:18]=[CH:17][CH:16]=[CH:15][CH:14]=3)=[C:9]([C:19]3[CH:24]=[CH:23][CH:22]=[CH:21][CH:20]=3)[C:8]=2[C:25]2[CH:30]=[CH:29][CH:28]=[CH:27][CH:26]=2)[CH:6]=[CH:5][CH:4]=[CH:3][CH:2]=1.[CH2:31]([NH2:35])[CH:32]([CH3:34])[CH3:33].CCOCC.